Dataset: Forward reaction prediction with 1.9M reactions from USPTO patents (1976-2016). Task: Predict the product of the given reaction. (1) The product is: [CH2:1]([N:5]1[C:13]([S:14][C:15]2[C:23]([I:24])=[CH:22][C:18]3[O:19][CH2:20][O:21][C:17]=3[CH:16]=2)=[N:12][C:11]2[C:10](=[O:27])[NH:9][CH:8]=[N:7][C:6]1=2)[CH2:2][CH2:3][CH3:4]. Given the reactants [CH2:1]([N:5]1[C:13]([S:14][C:15]2[C:23]([I:24])=[CH:22][C:18]3[O:19][CH2:20][O:21][C:17]=3[CH:16]=2)=[N:12][C:11]2[C:6]1=[N:7][CH:8]=[N:9][C:10]=2N)[CH2:2][CH2:3][CH3:4].N([O-])=[O:27].[Na+], predict the reaction product. (2) The product is: [Br:9][C:10]1[CH:11]=[CH:12][C:13]([N:16]2[C:1](=[O:5])[CH:2]=[C:3]([CH3:4])[N:29]=[C:17]2[CH2:18][C@@H:19]2[CH2:23][CH2:22][N:21]([C:24]([CH:26]3[CH2:27][CH2:28]3)=[O:25])[CH2:20]2)=[CH:14][CH:15]=1. Given the reactants [C:1](OCC)(=[O:5])[C:2]#[C:3][CH3:4].[Br:9][C:10]1[CH:15]=[CH:14][C:13]([NH:16][C:17](=[NH:29])[CH2:18][C@@H:19]2[CH2:23][CH2:22][N:21]([C:24]([CH:26]3[CH2:28][CH2:27]3)=[O:25])[CH2:20]2)=[CH:12][CH:11]=1.C(N(CC)C(C)C)(C)C.BrC1C=CC(N2C(C)=CC(=O)N=C2C[C@@H]2CCN(C(C3CC3)=O)C2)=CC=1, predict the reaction product. (3) Given the reactants [C:1]([O:5][C:6]([N:8]1[CH2:13][CH2:12][N:11]([C:14]2[CH:22]=[CH:21][CH:20]=[C:19]3[C:15]=2[CH:16]=[CH:17][N:18]3[CH3:23])[CH2:10][CH2:9]1)=[O:7])([CH3:4])([CH3:3])[CH3:2].[Li]C(C)(C)C.[C:29]1([S:35](F)(=[O:37])=[O:36])[CH:34]=[CH:33][CH:32]=[CH:31][CH:30]=1, predict the reaction product. The product is: [C:1]([O:5][C:6]([N:8]1[CH2:13][CH2:12][N:11]([C:14]2[CH:22]=[CH:21][CH:20]=[C:19]3[C:15]=2[CH:16]=[C:17]([S:35]([C:29]2[CH:34]=[CH:33][CH:32]=[CH:31][CH:30]=2)(=[O:37])=[O:36])[N:18]3[CH3:23])[CH2:10][CH2:9]1)=[O:7])([CH3:4])([CH3:3])[CH3:2]. (4) Given the reactants [NH2:1][C:2]1[CH:3]=[CH:4][C:5]([Cl:29])=[C:6]([C:8]2[CH:13]=[CH:12][N:11]=[C:10]3[NH:14][C:15]([C:17]4[CH2:18][N:19]([C:22]([O:24][C:25]([CH3:28])([CH3:27])[CH3:26])=[O:23])[CH2:20][CH:21]=4)=[CH:16][C:9]=23)[CH:7]=1.C(N(CC)CC)C.C(O)(=O)C.[CH:41](=O)[C:42]1[CH:47]=[CH:46][CH:45]=[N:44][CH:43]=1.C([BH3-])#N, predict the reaction product. The product is: [Cl:29][C:5]1[CH:4]=[CH:3][C:2]([NH:1][CH2:41][C:42]2[CH:43]=[N:44][CH:45]=[CH:46][CH:47]=2)=[CH:7][C:6]=1[C:8]1[CH:13]=[CH:12][N:11]=[C:10]2[NH:14][C:15]([C:17]3[CH2:18][N:19]([C:22]([O:24][C:25]([CH3:26])([CH3:28])[CH3:27])=[O:23])[CH2:20][CH:21]=3)=[CH:16][C:9]=12. (5) Given the reactants [C:9](O[C:9]([O:11][C:12]([CH3:15])([CH3:14])[CH3:13])=[O:10])([O:11][C:12]([CH3:15])([CH3:14])[CH3:13])=[O:10].[N+:16]([C:19]1[CH:28]=[CH:27][C:22]2[NH:23][CH2:24][CH2:25][O:26][C:21]=2[CH:20]=1)([O-:18])=[O:17], predict the reaction product. The product is: [N+:16]([C:19]1[CH:28]=[CH:27][C:22]2[N:23]([C:9]([O:11][C:12]([CH3:13])([CH3:14])[CH3:15])=[O:10])[CH2:24][CH2:25][O:26][C:21]=2[CH:20]=1)([O-:18])=[O:17]. (6) The product is: [C:12]([N:10]1[C:9]2[CH:15]=[CH:16][CH:17]=[CH:18][C:8]=2[CH:7]=[CH:6][C:5]2[CH:19]=[CH:20][C:2]([C:21]3[CH:26]=[CH:25][CH:24]=[CH:23][CH:22]=3)=[N:3][C:4]=2[CH2:11]1)(=[O:14])[CH3:13]. Given the reactants Cl[C:2]1[CH:20]=[CH:19][C:5]2[CH:6]=[CH:7][C:8]3[CH:18]=[CH:17][CH:16]=[CH:15][C:9]=3[N:10]([C:12](=[O:14])[CH3:13])[CH2:11][C:4]=2[N:3]=1.[C:21]1(B(O)O)[CH:26]=[CH:25][CH:24]=[CH:23][CH:22]=1.C(N1C2C=CC=CC=2C=CC2N=C(C3C=NC(OC)=CC=3)C(F)=CC=2C1)(=O)C, predict the reaction product.